This data is from Peptide-MHC class I binding affinity with 185,985 pairs from IEDB/IMGT. The task is: Regression. Given a peptide amino acid sequence and an MHC pseudo amino acid sequence, predict their binding affinity value. This is MHC class I binding data. (1) The peptide sequence is VDVCGMFTNR. The MHC is HLA-A02:01 with pseudo-sequence HLA-A02:01. The binding affinity (normalized) is 0. (2) The peptide sequence is KGWIILGLNK. The MHC is HLA-B27:05 with pseudo-sequence HLA-B27:05. The binding affinity (normalized) is 0.184. (3) The peptide sequence is QVPLRPMTFK. The MHC is HLA-B07:02 with pseudo-sequence HLA-B07:02. The binding affinity (normalized) is 0.